This data is from Peptide-MHC class II binding affinity with 134,281 pairs from IEDB. The task is: Regression. Given a peptide amino acid sequence and an MHC pseudo amino acid sequence, predict their binding affinity value. This is MHC class II binding data. (1) The peptide sequence is TDSPETHHYRSKIEV. The MHC is DRB1_0101 with pseudo-sequence DRB1_0101. The binding affinity (normalized) is 0.327. (2) The peptide sequence is PTLLFLKVPAQNAIST. The MHC is DRB1_0701 with pseudo-sequence DRB1_0701. The binding affinity (normalized) is 0.674. (3) The peptide sequence is FDSFVASLTEALRVI. The MHC is DRB1_1201 with pseudo-sequence DRB1_1201. The binding affinity (normalized) is 0.443. (4) The peptide sequence is VWEVKSSKPLVGPFN. The binding affinity (normalized) is 0.384. The MHC is DRB1_1101 with pseudo-sequence DRB1_1101. (5) The peptide sequence is ETDTYPDKLPFKN. The MHC is DRB5_0101 with pseudo-sequence DRB5_0101. The binding affinity (normalized) is 0. (6) The MHC is DRB1_1602 with pseudo-sequence DRB1_1602. The peptide sequence is EKKYFAATQFNPLAA. The binding affinity (normalized) is 0.687.